This data is from Full USPTO retrosynthesis dataset with 1.9M reactions from patents (1976-2016). The task is: Predict the reactants needed to synthesize the given product. Given the product [CH3:22][C:17]1([CH3:23])[C:18]([CH3:21])([CH3:20])[O:19][B:15]([C:2]2[CH:3]=[N:4][N:5]([C:7]3[CH:8]=[C:9]([CH:12]=[CH:13][CH:14]=3)[C:10]#[N:11])[CH:6]=2)[O:16]1, predict the reactants needed to synthesize it. The reactants are: Br[C:2]1[CH:3]=[N:4][N:5]([C:7]2[CH:8]=[C:9]([CH:12]=[CH:13][CH:14]=2)[C:10]#[N:11])[CH:6]=1.[B:15]1([B:15]2[O:19][C:18]([CH3:21])([CH3:20])[C:17]([CH3:23])([CH3:22])[O:16]2)[O:19][C:18]([CH3:21])([CH3:20])[C:17]([CH3:23])([CH3:22])[O:16]1.C([O-])(=O)C.[K+].C(Cl)(Cl)Cl.